Task: Predict which catalyst facilitates the given reaction.. Dataset: Catalyst prediction with 721,799 reactions and 888 catalyst types from USPTO (1) Reactant: Br[CH2:2][CH2:3][CH2:4][O:5][Si:6]([CH:13]([CH3:15])[CH3:14])([CH:10]([CH3:12])[CH3:11])[CH:7]([CH3:9])[CH3:8].[CH2:16]([O:18][C:19]([C:21]1[NH:29][C:28]2[CH:27]=[CH:26][N:25]=[CH:24][C:23]=2[C:22]=1[NH:30][C:31]1[CH:36]=[CH:35][C:34]([I:37])=[CH:33][C:32]=1[F:38])=[O:20])[CH3:17].C(=O)([O-])[O-].[Cs+].[Cs+]. Product: [CH2:16]([O:18][C:19]([C:21]1[N:29]([CH2:2][CH2:3][CH2:4][O:5][Si:6]([CH:13]([CH3:15])[CH3:14])([CH:10]([CH3:12])[CH3:11])[CH:7]([CH3:9])[CH3:8])[C:28]2[CH:27]=[CH:26][N:25]=[CH:24][C:23]=2[C:22]=1[NH:30][C:31]1[CH:36]=[CH:35][C:34]([I:37])=[CH:33][C:32]=1[F:38])=[O:20])[CH3:17]. The catalyst class is: 18. (2) Reactant: [N:1]1[C:5]2[CH:6]=[CH:7][CH:8]=[CH:9][C:4]=2[NH:3][C:2]=1[C:10]([OH:12])=O.CN(C(ON1N=[N:28][C:23]2[CH:24]=[CH:25][CH:26]=[CH:27][C:22]1=2)=[N+](C)C)C.[B-](F)(F)(F)F.[CH:35]1C=CC2N(O)N=NC=2C=1.CC[N:47]([CH:51]([CH3:53])C)[CH:48]([CH3:50])C.CN([CH:57]=[O:58])C. Product: [N:47]1[CH:48]=[CH:50][C:57]([O:58][C:26]2[CH:27]=[CH:22][C:23]([NH:28][C:10]([C:2]3[NH:1][C:5]4[CH:6]=[CH:7][C:8]([CH3:35])=[CH:9][C:4]=4[N:3]=3)=[O:12])=[CH:24][CH:25]=2)=[CH:53][CH:51]=1. The catalyst class is: 6. (3) Reactant: O[CH:2]([C:30]1[S:31][C:32]([CH2:35][CH2:36][CH2:37][CH2:38][CH2:39][CH3:40])=[CH:33][CH:34]=1)[CH2:3][C:4]1[CH:9]=[CH:8][N:7]=[C:6]([C:10]2[CH:15]=[C:14]([CH2:16][CH:17]([C:19]3[S:20][C:21]([CH2:24][CH2:25][CH2:26][CH2:27][CH2:28][CH3:29])=[CH:22][CH:23]=3)O)[CH:13]=[CH:12][N:11]=2)[CH:5]=1. Product: [CH2:35]([C:32]1[S:31][C:30]([CH:2]=[CH:3][C:4]2[CH:9]=[CH:8][N:7]=[C:6]([C:10]3[CH:15]=[C:14]([CH:16]=[CH:17][C:19]4[S:20][C:21]([CH2:24][CH2:25][CH2:26][CH2:27][CH2:28][CH3:29])=[CH:22][CH:23]=4)[CH:13]=[CH:12][N:11]=3)[CH:5]=2)=[CH:34][CH:33]=1)[CH2:36][CH2:37][CH2:38][CH2:39][CH3:40]. The catalyst class is: 11. (4) Reactant: [CH3:1][C:2]1[CH:8]=[CH:7][C:5]([NH2:6])=[CH:4][C:3]=1[N+:9]([O-:11])=[O:10].C(N(CC)CC)C.C1COCC1.[C:24](Cl)(Cl)=[S:25]. Product: [N:6]([C:5]1[CH:7]=[CH:8][C:2]([CH3:1])=[C:3]([N+:9]([O-:11])=[O:10])[CH:4]=1)=[C:24]=[S:25]. The catalyst class is: 6.